Dataset: Forward reaction prediction with 1.9M reactions from USPTO patents (1976-2016). Task: Predict the product of the given reaction. Given the reactants [F:1][C:2]([F:13])([F:12])[O:3][C:4]1[CH:5]=[C:6]([CH:9]=[CH:10][CH:11]=1)[CH:7]=[O:8].[C:14]1([Mg]Br)[CH:19]=[CH:18][CH:17]=[CH:16][CH:15]=1, predict the reaction product. The product is: [C:14]1([CH:7]([C:6]2[CH:9]=[CH:10][CH:11]=[C:4]([O:3][C:2]([F:12])([F:13])[F:1])[CH:5]=2)[OH:8])[CH:19]=[CH:18][CH:17]=[CH:16][CH:15]=1.